Dataset: Peptide-MHC class II binding affinity with 134,281 pairs from IEDB. Task: Regression. Given a peptide amino acid sequence and an MHC pseudo amino acid sequence, predict their binding affinity value. This is MHC class II binding data. (1) The peptide sequence is SINYRTEIDKPCQHH. The MHC is HLA-DPA10301-DPB10402 with pseudo-sequence HLA-DPA10301-DPB10402. The binding affinity (normalized) is 0. (2) The peptide sequence is YAFVGVMYNLWKMKTK. The MHC is DRB3_0202 with pseudo-sequence DRB3_0202. The binding affinity (normalized) is 0.